Predict the reaction yield, written as a fraction of the theoretical maximum amount of product (1.0 means a 100% yield; for example, 0.34 means a 34% yield). From a dataset of Reaction yield outcomes from USPTO patents with 853,638 reactions. (1) The reactants are C(OC(=O)C)(=[O:3])C.[CH2:8]([O:15][C:16]1[CH:17]=[CH:18][C:19]([CH3:23])=[N+:20]([O-])[CH:21]=1)[C:9]1[CH:14]=[CH:13][CH:12]=[CH:11][CH:10]=1. No catalyst specified. The product is [CH2:8]([O:15][C:16]1[CH:17]=[CH:18][C:19]([CH2:23][OH:3])=[N:20][CH:21]=1)[C:9]1[CH:14]=[CH:13][CH:12]=[CH:11][CH:10]=1. The yield is 0.540. (2) The reactants are [OH:1][C:2]1[CH:20]=[CH:19][C:5]2[CH:6]3[C:13]4([CH2:14][CH2:15][C:4]=2[CH:3]=1)[CH:9]([CH2:10][N:11]([C:16](=[O:18])[CH3:17])[CH2:12]4)[CH2:8][CH2:7]3.C(N(CC)CC)C.[C:28](Cl)(=[O:35])[C:29]1[CH:34]=[CH:33][CH:32]=[CH:31][CH:30]=1. The catalyst is C(Cl)Cl. The product is [C:16]([N:11]1[CH2:12][C:13]23[CH:6]([CH2:7][CH2:8][CH:9]2[CH2:10]1)[C:5]1[CH:19]=[CH:20][C:2]([O:1][C:28](=[O:35])[C:29]2[CH:34]=[CH:33][CH:32]=[CH:31][CH:30]=2)=[CH:3][C:4]=1[CH2:15][CH2:14]3)(=[O:18])[CH3:17]. The yield is 0.804. (3) The reactants are [Br-].[CH2:2]([N+:9]1[CH:14]=[CH:13][C:12]([C:15]2[CH:20]=[CH:19][CH:18]=[CH:17][C:16]=2[CH3:21])=[C:11]([CH2:22][O:23][CH2:24][C:25]2[CH:30]=[C:29]([C:31]([F:34])([F:33])[F:32])[CH:28]=[C:27]([C:35]([F:38])([F:37])[F:36])[CH:26]=2)[CH:10]=1)[C:3]1[CH:8]=[CH:7][CH:6]=[CH:5][CH:4]=1.[BH4-].[Na+]. The catalyst is C(O)C. The product is [CH2:2]([N:9]1[CH2:10][C:11]([CH2:22][O:23][CH2:24][C:25]2[CH:30]=[C:29]([C:31]([F:34])([F:33])[F:32])[CH:28]=[C:27]([C:35]([F:36])([F:37])[F:38])[CH:26]=2)=[C:12]([C:15]2[CH:20]=[CH:19][CH:18]=[CH:17][C:16]=2[CH3:21])[CH2:13][CH2:14]1)[C:3]1[CH:8]=[CH:7][CH:6]=[CH:5][CH:4]=1. The yield is 0.550. (4) The reactants are Cl.[CH:2]([N:5]1[C:9]([S:10]([CH3:13])(=[O:12])=[O:11])=[N:8][N:7]=[C:6]1[C:14]1[CH:19]=[C:18]([CH:20]([CH3:22])[CH3:21])[C:17]([O:23]COC)=[CH:16][C:15]=1[O:27]COC)([CH3:4])[CH3:3].C(=O)([O-])O.[Na+]. The catalyst is CO. The product is [CH:20]([C:18]1[CH:19]=[C:14]([C:6]2[N:5]([CH:2]([CH3:4])[CH3:3])[C:9]([S:10]([CH3:13])(=[O:12])=[O:11])=[N:8][N:7]=2)[C:15]([OH:27])=[CH:16][C:17]=1[OH:23])([CH3:21])[CH3:22]. The yield is 0.750. (5) The reactants are C[Si](C)(C)[O:3][C:4]1[CH2:9][CH2:8][N:7]([C:10]([O:12][C:13]([CH3:16])([CH3:15])[CH3:14])=[O:11])[CH2:6][CH:5]=1.[Cl:19]N1C(=O)CCC1=O.C([O-])(=O)C.[Na+]. The catalyst is CC(C)=O.O.ClCCl. The product is [Cl:19][CH:9]1[C:4](=[O:3])[CH2:5][CH2:6][N:7]([C:10]([O:12][C:13]([CH3:16])([CH3:15])[CH3:14])=[O:11])[CH2:8]1. The yield is 0.350. (6) The reactants are [CH3:1][C:2]1[NH:3][C:4](=O)[C:5]2[C:10]3[CH2:11][CH2:12][CH2:13][CH2:14][C:9]=3[S:8][C:6]=2[N:7]=1.O=P(Cl)(Cl)[Cl:18].C(Cl)(Cl)Cl.CCCCCC. The catalyst is C(OC(=O)C)(=O)C. The product is [Cl:18][C:4]1[C:5]2[C:10]3[CH2:11][CH2:12][CH2:13][CH2:14][C:9]=3[S:8][C:6]=2[N:7]=[C:2]([CH3:1])[N:3]=1. The yield is 0.810. (7) The catalyst is C(O)(=O)C.O. The product is [N:23]1[CH:24]=[CH:25][CH:26]=[C:21]([C:18]2[CH:17]=[CH:16][C:15]3[N:14]=[CH:13][C:12]4[NH:8][N:9]=[CH:10][C:11]=4[C:20]=3[CH:19]=2)[CH:22]=1. The reactants are COC1C=CC(C[N:8]2[C:12]3[CH:13]=[N:14][C:15]4[CH:16]=[CH:17][C:18]([C:21]5[CH:22]=[N:23][CH:24]=[CH:25][CH:26]=5)=[CH:19][C:20]=4[C:11]=3[CH:10]=[N:9]2)=CC=1.N([O-])=O.[Na+]. The yield is 0.460. (8) The reactants are [F:1][C:2]1[CH:7]=[CH:6][C:5]([F:8])=[CH:4][C:3]=1[C@H:9]1[CH2:13][CH2:12][CH2:11][N:10]1[C:14]1[CH:19]=[CH:18][N:17]2[N:20]=[CH:21][C:22]([NH:23][C:24]([N:26]3[CH2:29][C:28]([OH:31])([CH3:30])[CH2:27]3)=[O:25])=[C:16]2[N:15]=1.[S:32](=[O:36])(=[O:35])([OH:34])[OH:33]. The catalyst is CO. The product is [S:32]([OH:36])([OH:35])(=[O:34])=[O:33].[F:1][C:2]1[CH:7]=[CH:6][C:5]([F:8])=[CH:4][C:3]=1[C@H:9]1[CH2:13][CH2:12][CH2:11][N:10]1[C:14]1[CH:19]=[CH:18][N:17]2[N:20]=[CH:21][C:22]([NH:23][C:24]([N:26]3[CH2:29][C:28]([OH:31])([CH3:30])[CH2:27]3)=[O:25])=[C:16]2[N:15]=1. The yield is 0.870.